From a dataset of Catalyst prediction with 721,799 reactions and 888 catalyst types from USPTO. Predict which catalyst facilitates the given reaction. Reactant: [NH2:1][CH2:2][C:3]1[CH:4]=[C:5]2[C:9](=[CH:10][CH:11]=1)[C:8](=[O:12])[N:7]([CH:13]1[CH2:18][CH2:17][C:16](=[O:19])[NH:15][C:14]1=[O:20])[CH2:6]2.[Cl:21][C:22]1[CH:27]=[CH:26][CH:25]=[C:24]([N:28]=[C:29]=[O:30])[C:23]=1[CH3:31].Cl. Product: [Cl:21][C:22]1[C:23]([CH3:31])=[C:24]([NH:28][C:29]([NH:1][CH2:2][C:3]2[CH:4]=[C:5]3[C:9](=[CH:10][CH:11]=2)[C:8](=[O:12])[N:7]([CH:13]2[CH2:18][CH2:17][C:16](=[O:19])[NH:15][C:14]2=[O:20])[CH2:6]3)=[O:30])[CH:25]=[CH:26][CH:27]=1. The catalyst class is: 10.